Dataset: Reaction yield outcomes from USPTO patents with 853,638 reactions. Task: Predict the reaction yield, written as a fraction of the theoretical maximum amount of product (1.0 means a 100% yield; for example, 0.34 means a 34% yield). (1) The reactants are [CH2:1]([O:8][C:9]1[CH:14]=[CH:13][C:12]([CH2:15][O:16][CH2:17][C:18]([CH3:20])=[CH2:19])=[CH:11][CH:10]=1)[C:2]1[CH:7]=[CH:6][CH:5]=[CH:4][CH:3]=1.ClC1C=CC=C(C(OO)=[O:29])C=1. No catalyst specified. The product is [CH2:1]([O:8][C:9]1[CH:10]=[CH:11][C:12]([CH2:15][O:16][CH2:17][C:18]2([CH3:20])[CH2:19][O:29]2)=[CH:13][CH:14]=1)[C:2]1[CH:3]=[CH:4][CH:5]=[CH:6][CH:7]=1. The yield is 0.950. (2) The reactants are [Cl:1][C:2]1[N:3]=[C:4]2[CH:9]=[CH:8][C:7]([CH:10]=[CH:11][CH3:12])=[N:6][N:5]2[C:13]=1[S:14]([N:17]=CN(CC(C)C)CC(C)C)(=[O:16])=[O:15].ClC1N=C2C=CC(C3CC3)=NN2C=1S(N=CN(CC(C)C)CC(C)C)(=O)=O. No catalyst specified. The product is [Cl:1][C:2]1[N:3]=[C:4]2[CH:9]=[CH:8][C:7](/[CH:10]=[CH:11]/[CH3:12])=[N:6][N:5]2[C:13]=1[S:14]([NH2:17])(=[O:15])=[O:16]. The yield is 0.701. (3) The reactants are [CH2:1]([Si:4]([Cl:7])(Cl)Cl)[CH:2]=[CH2:3].N12CCCN=C1CCCCC2.[OH:19][C:20]([C:23]([OH:26])([CH3:25])[CH3:24])([CH3:22])[CH3:21]. The product is [CH2:1]([Si:4]1([Cl:7])[O:26][C:23]([CH3:25])([CH3:24])[C:20]([CH3:22])([CH3:21])[O:19]1)[CH:2]=[CH2:3]. The catalyst is C(Cl)Cl. The yield is 0.720. (4) The reactants are [NH:1]1[CH:5]=[CH:4][C:3]([C:6]2[CH:15]=[CH:14][C:9]([C:10]([O:12]C)=[O:11])=[CH:8][CH:7]=2)=[N:2]1.Br[C:17]1[CH:22]=[CH:21][C:20]([O:23][C:24]([F:27])([F:26])[F:25])=[CH:19][CH:18]=1.OC1C=CC=C2C=1N=CC=C2.C(=O)([O-])[O-].[Cs+].[Cs+]. The catalyst is CN(C=O)C.O.O.CCOC(C)=O.[Cu]I. The product is [F:25][C:24]([F:26])([F:27])[O:23][C:20]1[CH:21]=[CH:22][C:17]([N:1]2[CH:5]=[CH:4][C:3]([C:6]3[CH:15]=[CH:14][C:9]([C:10]([OH:12])=[O:11])=[CH:8][CH:7]=3)=[N:2]2)=[CH:18][CH:19]=1. The yield is 0.160. (5) The reactants are [N:1]1[CH:6]=[CH:5][CH:4]=[C:3]([NH:7][C:8](=[O:15])OCC(Cl)(Cl)Cl)[N:2]=1.[F:16][C:17]1[CH:22]=[C:21]([F:23])[CH:20]=[CH:19][C:18]=1[C:24]1[N:29]=[C:28]([N:30]2[CH2:35][CH2:34][NH:33][CH2:32][CH2:31]2)[CH:27]=[CH:26][N:25]=1.C(N(C(C)C)CC)(C)C.O. The catalyst is CS(C)=O. The product is [F:16][C:17]1[CH:22]=[C:21]([F:23])[CH:20]=[CH:19][C:18]=1[C:24]1[N:29]=[C:28]([N:30]2[CH2:35][CH2:34][N:33]([C:8]([NH:7][C:3]3[N:2]=[N:1][CH:6]=[CH:5][CH:4]=3)=[O:15])[CH2:32][CH2:31]2)[CH:27]=[CH:26][N:25]=1. The yield is 0.220. (6) The reactants are [F:1][CH:2]([F:20])[O:3][C:4]1[CH:9]=[CH:8][C:7]([C:10](=O)[C:11]([C:13]2[CH:18]=[CH:17][CH:16]=[CH:15]C=2)=O)=[CH:6][CH:5]=1.[O:21]1[CH2:26]COCC1.Cl.[CH3:28][NH:29][C:30]([NH2:32])=[NH:31].C([O-])([O-])=O.[Na+].[Na+]. The catalyst is O.CCO. The product is [NH2:32][C:30]1[N:29]([CH3:28])[C:26](=[O:21])[C:10]([C:7]2[CH:6]=[CH:5][C:4]([O:3][CH:2]([F:1])[F:20])=[CH:9][CH:8]=2)([C:11]2[CH:13]=[CH:18][CH:17]=[CH:16][CH:15]=2)[N:31]=1. The yield is 0.940.